The task is: Predict the product of the given reaction.. This data is from Forward reaction prediction with 1.9M reactions from USPTO patents (1976-2016). Given the reactants [NH2:1][C:2]1[C:7]([N+:8]([O-:10])=[O:9])=[CH:6][CH:5]=[CH:4][C:3]=1[OH:11].C([O-])([O-])=O.[K+].[K+].Cl[CH2:19][C:20](Cl)=[O:21].CCOC(C)=O, predict the reaction product. The product is: [N+:8]([C:7]1[C:2]2[NH:1][C:20](=[O:21])[CH2:19][O:11][C:3]=2[CH:4]=[CH:5][CH:6]=1)([O-:10])=[O:9].